From a dataset of Full USPTO retrosynthesis dataset with 1.9M reactions from patents (1976-2016). Predict the reactants needed to synthesize the given product. (1) Given the product [F:36][C:35]([F:38])([F:37])[S:32]([O:1][C:2]1[C:10]2[CH:9]=[N:8][CH:7]=[N:6][C:5]=2[O:4][C:3]=1[C:11]([O:13][CH2:14][CH3:15])=[O:12])(=[O:34])=[O:33], predict the reactants needed to synthesize it. The reactants are: [OH:1][C:2]1[C:10]2[CH:9]=[N:8][CH:7]=[N:6][C:5]=2[O:4][C:3]=1[C:11]([O:13][CH2:14][CH3:15])=[O:12].C(N(C(C)C)CC)(C)C.C1C=CC(N([S:32]([C:35]([F:38])([F:37])[F:36])(=[O:34])=[O:33])[S:32]([C:35]([F:38])([F:37])[F:36])(=[O:34])=[O:33])=CC=1. (2) The reactants are: Cl[C:2]1[C:7]([C:8]#[N:9])=[CH:6][N:5]=[C:4]2[C:10]3[CH:16]=[CH:15][CH:14]=[CH:13][C:11]=3[S:12][C:3]=12.[O:17]([C:24]1[CH:30]=[CH:29][C:27]([NH2:28])=[CH:26][CH:25]=1)[C:18]1[CH:23]=[CH:22][CH:21]=[CH:20][CH:19]=1. Given the product [O:17]([C:24]1[CH:25]=[CH:26][C:27]([NH:28][C:2]2[C:7]([C:8]#[N:9])=[CH:6][N:5]=[C:4]3[C:10]4[CH:16]=[CH:15][CH:14]=[CH:13][C:11]=4[S:12][C:3]=23)=[CH:29][CH:30]=1)[C:18]1[CH:23]=[CH:22][CH:21]=[CH:20][CH:19]=1, predict the reactants needed to synthesize it. (3) Given the product [C:1]([C:5]1[CH:6]=[C:7]([NH:31][S:32]([CH3:35])(=[O:34])=[O:33])[C:8]([O:29][CH3:30])=[C:9]([NH:11][C:12](=[O:28])[C:13]2[CH:18]=[CH:17][C:16]([CH3:19])=[C:15]([O:20][C:21]3[CH:26]=[CH:25][N:24]=[C:23]([NH:37][CH3:36])[N:22]=3)[CH:14]=2)[CH:10]=1)([CH3:4])([CH3:3])[CH3:2], predict the reactants needed to synthesize it. The reactants are: [C:1]([C:5]1[CH:6]=[C:7]([NH:31][S:32]([CH3:35])(=[O:34])=[O:33])[C:8]([O:29][CH3:30])=[C:9]([NH:11][C:12](=[O:28])[C:13]2[CH:18]=[CH:17][C:16]([CH3:19])=[C:15]([O:20][C:21]3[CH:26]=[CH:25][N:24]=[C:23](Cl)[N:22]=3)[CH:14]=2)[CH:10]=1)([CH3:4])([CH3:3])[CH3:2].[CH3:36][NH2:37]. (4) Given the product [Cl:20][C:21]1[CH:26]=[C:25]([NH:27][C:6]([N:8]2[CH2:12][C:11](=[N:13][O:14][CH2:15][CH3:16])[CH2:10][C@H:9]2[C:17]([NH:46][C:42]2[CH:43]=[CH:44][C:45]3[N:33]([CH2:31][CH3:32])[C:34]4[C:39]([C:40]=3[CH:41]=2)=[CH:38][CH:37]=[CH:36][CH:35]=4)=[O:19])=[O:7])[CH:24]=[C:23]([Cl:30])[CH:22]=1, predict the reactants needed to synthesize it. The reactants are: C(O[C:6]([N:8]1[CH2:12][C:11](=[N:13][O:14][CH2:15][CH3:16])[CH2:10][C@H:9]1[C:17]([OH:19])=O)=[O:7])(C)(C)C.[Cl:20][C:21]1[CH:26]=[C:25]([N:27]=C=O)[CH:24]=[C:23]([Cl:30])[CH:22]=1.[CH2:31]([N:33]1[C:45]2[CH:44]=[CH:43][C:42]([NH2:46])=[CH:41][C:40]=2[C:39]2[C:34]1=[CH:35][CH:36]=[CH:37][CH:38]=2)[CH3:32]. (5) The reactants are: C(=O)([O-])[O-].[K+].[K+].Br[CH2:8][CH:9]([OH:12])[CH2:10][OH:11].[N+:13]([C:16]1[CH:21]=[CH:20][C:19]([OH:22])=[CH:18][C:17]=1[C:23]([F:26])([F:25])[F:24])([O-:15])=[O:14]. Given the product [N+:13]([C:16]1[CH:21]=[CH:20][C:19]([O:22][CH2:8][CH:9]([OH:12])[CH2:10][OH:11])=[CH:18][C:17]=1[C:23]([F:24])([F:25])[F:26])([O-:15])=[O:14], predict the reactants needed to synthesize it. (6) Given the product [CH3:11][N:10]1[C:9](=[O:12])[CH2:8][O:7][C:6]2[N:13]=[C:2]([C:28]3[CH:42]=[CH:41][C:31]([CH2:32][NH:33][C:34](=[O:40])[O:35][C:36]([CH3:37])([CH3:38])[CH3:39])=[CH:30][CH:29]=3)[C:3]([C:14]3[CH:19]=[CH:18][CH:17]=[CH:16][CH:15]=3)=[CH:4][C:5]1=2, predict the reactants needed to synthesize it. The reactants are: Br[C:2]1[C:3]([C:14]2[CH:19]=[CH:18][CH:17]=[CH:16][CH:15]=2)=[CH:4][C:5]2[N:10]([CH3:11])[C:9](=[O:12])[CH2:8][O:7][C:6]=2[N:13]=1.CC1(C)C(C)(C)OB([C:28]2[CH:42]=[CH:41][C:31]([CH2:32][NH:33][C:34](=[O:40])[O:35][C:36]([CH3:39])([CH3:38])[CH3:37])=[CH:30][CH:29]=2)O1.C(=O)([O-])[O-].[Na+].[Na+]. (7) Given the product [Si:2]([O:19][CH2:20][CH2:21]/[CH:22]=[CH:23]/[C@@H:24]([NH:29][C:42](=[O:43])[O:41][C:38]([CH3:40])([CH3:39])[CH3:37])[CH2:25][CH:26]([CH3:27])[CH3:28])([C:15]([CH3:17])([CH3:18])[CH3:16])([C:9]1[CH:10]=[CH:11][CH:12]=[CH:13][CH:14]=1)[C:3]1[CH:4]=[CH:5][CH:6]=[CH:7][CH:8]=1, predict the reactants needed to synthesize it. The reactants are: Cl.[Si:2]([O:19][CH2:20][CH2:21]/[CH:22]=[CH:23]/[C@@H:24]([NH2:29])[CH2:25][CH:26]([CH3:28])[CH3:27])([C:15]([CH3:18])([CH3:17])[CH3:16])([C:9]1[CH:14]=[CH:13][CH:12]=[CH:11][CH:10]=1)[C:3]1[CH:8]=[CH:7][CH:6]=[CH:5][CH:4]=1.CCN(CC)CC.[CH3:37][C:38]([O:41][C:42](O[C:42]([O:41][C:38]([CH3:40])([CH3:39])[CH3:37])=[O:43])=[O:43])([CH3:40])[CH3:39]. (8) Given the product [O:31]=[C:30]1[N:16]([C:17]2[CH:22]=[CH:21][C:20]([N:23]3[CH2:28][CH2:27][O:26][CH2:25][C:24]3=[O:29])=[CH:19][CH:18]=2)[CH2:15][C@H:2]([CH2:3][N:4]2[C:12](=[O:13])[C:11]3[C:6](=[CH:7][CH:8]=[CH:9][CH:10]=3)[C:5]2=[O:14])[O:1]1, predict the reactants needed to synthesize it. The reactants are: [OH:1][C@H:2]([CH2:15][NH:16][C:17]1[CH:22]=[CH:21][C:20]([N:23]2[CH2:28][CH2:27][O:26][CH2:25][C:24]2=[O:29])=[CH:19][CH:18]=1)[CH2:3][N:4]1[C:12](=[O:13])[C:11]2[C:6](=[CH:7][CH:8]=[CH:9][CH:10]=2)[C:5]1=[O:14].[C:30](=O)([O-])[O-:31].[K+].[K+].C(N1C=CN=C1)(N1C=CN=C1)=O.O1CCCC1. (9) Given the product [CH3:12][O:13][N:14]=[CH:7][C:6]1[CH:9]=[C:2]([Br:1])[CH:3]=[CH:4][C:5]=1[S:10][CH3:11], predict the reactants needed to synthesize it. The reactants are: [Br:1][C:2]1[CH:3]=[CH:4][C:5]([S:10][CH3:11])=[C:6]([CH:9]=1)[CH:7]=O.[CH3:12][O:13][NH3+:14].[Cl-].O.